Dataset: Full USPTO retrosynthesis dataset with 1.9M reactions from patents (1976-2016). Task: Predict the reactants needed to synthesize the given product. (1) Given the product [Cl:1][C:2]1[C:7]2[N:8]([CH3:12])[C:9](=[O:11])[O:10][C:6]=2[CH:5]=[C:4]([C:17]([C@H:20]2[CH2:22][C@@H:21]2[C:23]([O:25][CH3:26])=[O:24])=[O:18])[CH:3]=1, predict the reactants needed to synthesize it. The reactants are: [Cl:1][C:2]1[C:7]2[N:8]([CH3:12])[C:9](=[O:11])[O:10][C:6]=2[CH:5]=[C:4]([Sn](C)(C)C)[CH:3]=1.[C:17]([C@H:20]1[CH2:22][C@@H:21]1[C:23]([O:25][CH3:26])=[O:24])(Cl)=[O:18]. (2) Given the product [C:41]([N:44]1[CH2:49][CH2:48][N:47]([C:37]([C@H:7]2[N:8]([C:9]([C:11]3[S:15][C:14]4=[N:16][C@:17]([C:27]5[CH:32]=[CH:31][C:30]([Cl:33])=[CH:29][CH:28]=5)([CH3:26])[C@@H:18]([C:19]5[CH:20]=[CH:21][C:22]([Cl:25])=[CH:23][CH:24]=5)[N:13]4[C:12]=3[CH:34]([CH3:35])[CH3:36])=[O:10])[C@H:4]([C:2]([NH2:1])=[O:3])[CH2:5][CH2:6]2)=[O:38])[CH2:46][C@H:45]1[CH3:50])(=[O:43])[CH3:42], predict the reactants needed to synthesize it. The reactants are: [NH2:1][C:2]([C@H:4]1[N:8]([C:9]([C:11]2[S:15][C:14]3=[N:16][C@:17]([C:27]4[CH:32]=[CH:31][C:30]([Cl:33])=[CH:29][CH:28]=4)([CH3:26])[C@@H:18]([C:19]4[CH:24]=[CH:23][C:22]([Cl:25])=[CH:21][CH:20]=4)[N:13]3[C:12]=2[CH:34]([CH3:36])[CH3:35])=[O:10])[C@H:7]([C:37](O)=[O:38])[CH2:6][CH2:5]1)=[O:3].Cl.[C:41]([N:44]1[CH2:49][CH2:48][NH:47][CH2:46][C@H:45]1[CH3:50])(=[O:43])[CH3:42]. (3) Given the product [C:1]([OH:6])(=[O:5])[CH:2]([CH3:4])[OH:3].[C:7]([OH:11])(=[O:10])[CH2:8][OH:9], predict the reactants needed to synthesize it. The reactants are: [C:1]([OH:6])(=[O:5])[C@H:2]([CH3:4])[OH:3].[C:7]([OH:11])(=[O:10])[CH2:8][OH:9].